Dataset: Reaction yield outcomes from USPTO patents with 853,638 reactions. Task: Predict the reaction yield, written as a fraction of the theoretical maximum amount of product (1.0 means a 100% yield; for example, 0.34 means a 34% yield). (1) The reactants are [F:1][C:2]1[C:23]([NH:24][S:25]([CH2:28][CH2:29][CH3:30])(=[O:27])=[O:26])=[CH:22][CH:21]=[C:20]([F:31])[C:3]=1[C:4]([NH:6][C:7]1[CH:8]=[C:9]2[C:15]([C:16]#[C:17][CH2:18][OH:19])=[CH:14][NH:13][C:10]2=[N:11][CH:12]=1)=[O:5].CN(C)CC#CC1NC2=NC=C(NC(=O)C3C(F)=CC=C(NS(CCC)(=O)=O)C=3F)C=C2C=1. No catalyst specified. The product is [F:1][C:2]1[C:23]([NH:24][S:25]([CH2:28][CH2:29][CH3:30])(=[O:26])=[O:27])=[CH:22][CH:21]=[C:20]([F:31])[C:3]=1[C:4]([NH:6][C:7]1[CH:8]=[C:9]2[C:15]([CH2:16][CH2:17][CH2:18][OH:19])=[CH:14][NH:13][C:10]2=[N:11][CH:12]=1)=[O:5]. The yield is 0.770. (2) The catalyst is CN(C=O)C.O. The product is [F:22][C:21]([F:24])([F:23])[C:18]1[CH:19]=[CH:20][C:15]([NH:14][C:11]2[C:12]3[N:13]=[C:5]([CH2:4][C:3]4[CH:25]=[CH:26][CH:27]=[CH:28][C:2]=4[C:30]#[N:31])[S:6][C:7]=3[N:8]=[CH:9][N:10]=2)=[CH:16][CH:17]=1. The reactants are I[C:2]1[CH:28]=[CH:27][CH:26]=[CH:25][C:3]=1[CH2:4][C:5]1[S:6][C:7]2[N:8]=[CH:9][N:10]=[C:11]([NH:14][C:15]3[CH:20]=[CH:19][C:18]([C:21]([F:24])([F:23])[F:22])=[CH:17][CH:16]=3)[C:12]=2[N:13]=1.[Cu](C#N)[C:30]#[N:31]. The yield is 0.940. (3) The reactants are [CH2:1]([OH:6])[C:2]([F:5])([F:4])[F:3].[H-].[Na+].[NH2:9][C:10]1[N:15]=[C:14](Cl)[CH:13]=[C:12](Cl)[N:11]=1. The catalyst is C1COCC1.C(#N)C. The product is [NH2:9][C:10]1[N:15]=[C:14]([O:6][CH2:1][C:2]([F:5])([F:4])[F:3])[CH:13]=[C:12]([O:6][CH2:1][C:2]([F:5])([F:4])[F:3])[N:11]=1. The yield is 0.960. (4) The reactants are [F:1][C:2]([F:14])([S:11]([OH:13])=[O:12])[CH2:3][O:4][C:5](=[O:10])[C:6]([CH3:9])([CH3:8])[CH3:7].[Na:15].[OH:16]O. The catalyst is O. The product is [F:14][C:2]([F:1])([S:11]([OH:16])(=[O:13])=[O:12])[CH2:3][O:4][C:5](=[O:10])[C:6]([CH3:8])([CH3:9])[CH3:7].[Na:15]. The yield is 0.910.